Dataset: Reaction yield outcomes from USPTO patents with 853,638 reactions. Task: Predict the reaction yield, written as a fraction of the theoretical maximum amount of product (1.0 means a 100% yield; for example, 0.34 means a 34% yield). The product is [CH3:31][N:23]([CH:20]1[CH2:21][CH2:22][CH:17]([O:16][C:7]2[C:6]3[C:5]4[C@@H:4]([CH2:3][CH2:2][C:32]5[O:33][CH:34]=[CH:35][N:36]=5)[CH2:15][CH2:14][C:13]=4[S:12][C:11]=3[N:10]=[CH:9][N:8]=2)[CH2:18][CH2:19]1)[C:24](=[O:30])[O:25][C:26]([CH3:29])([CH3:27])[CH3:28]. The reactants are I[CH:2]([C:32]1[O:33][CH:34]=[CH:35][N:36]=1)[CH2:3][C@H:4]1[CH2:15][CH2:14][C:13]2[S:12][C:11]3[N:10]=[CH:9][N:8]=[C:7]([O:16][CH:17]4[CH2:22][CH2:21][CH:20]([N:23]([CH3:31])[C:24](=[O:30])[O:25][C:26]([CH3:29])([CH3:28])[CH3:27])[CH2:19][CH2:18]4)[C:6]=3[C:5]1=2.CO.[BH4-].[Na+]. The catalyst is O1CCCC1. The yield is 0.920.